Dataset: Forward reaction prediction with 1.9M reactions from USPTO patents (1976-2016). Task: Predict the product of the given reaction. (1) Given the reactants [CH3:1][C:2]1[CH:3]=[CH:4][C:5]([S:8]([N:11]([CH2:19][C:20]([OH:22])=O)[C:12]2[CH:17]=[CH:16][C:15]([CH3:18])=[CH:14][CH:13]=2)(=[O:10])=[O:9])=[N:6][CH:7]=1.[CH2:23]([NH:25][CH2:26][C:27]1[CH:32]=[CH:31][CH:30]=[C:29]([CH3:33])[N:28]=1)[CH3:24], predict the reaction product. The product is: [CH2:23]([N:25]([CH2:26][C:27]1[CH:32]=[CH:31][CH:30]=[C:29]([CH3:33])[N:28]=1)[C:20](=[O:22])[CH2:19][N:11]([S:8]([C:5]1[CH:4]=[CH:3][C:2]([CH3:1])=[CH:7][N:6]=1)(=[O:10])=[O:9])[C:12]1[CH:13]=[CH:14][C:15]([CH3:18])=[CH:16][CH:17]=1)[CH3:24]. (2) Given the reactants [Cl:1][C:2]1[CH:15]=[C:14]([O:16][CH2:17][CH2:18][CH2:19][OH:20])[C:5]2[B:6]([OH:13])[O:7][CH:8]([CH2:9][N+:10]([O-])=O)[C:4]=2[CH:3]=1.[H][H], predict the reaction product. The product is: [ClH:1].[NH2:10][CH2:9][CH:8]1[O:7][B:6]([OH:13])[C:5]2[C:14]([O:16][CH2:17][CH2:18][CH2:19][OH:20])=[CH:15][C:2]([Cl:1])=[CH:3][C:4]1=2. (3) Given the reactants [Cl:1][C:2]1[CH:7]=[C:6]([Cl:8])[CH:5]=[CH:4][C:3]=1[C:9]1[CH:14]=[CH:13][NH:12][C:11](=[O:15])[CH:10]=1.Br[C:17]1[CH:25]=[C:24]2[C:20]([C:21]3[CH2:30][CH2:29][N:28]([CH3:31])[CH2:27][C:22]=3[N:23]2[CH3:26])=[CH:19][CH:18]=1, predict the reaction product. The product is: [ClH:1].[Cl:1][C:2]1[CH:7]=[C:6]([Cl:8])[CH:5]=[CH:4][C:3]=1[C:9]1[CH:14]=[CH:13][N:12]([C:17]2[CH:25]=[C:24]3[C:20]([C:21]4[CH2:30][CH2:29][N:28]([CH3:31])[CH2:27][C:22]=4[N:23]3[CH3:26])=[CH:19][CH:18]=2)[C:11](=[O:15])[CH:10]=1. (4) The product is: [ClH:20].[CH3:17][NH:16][C:15]([C:12]1[CH:13]=[CH:14][C:9]([CH2:8][CH2:7][C:6]([OH:19])=[O:5])=[N:10][CH:11]=1)=[O:18]. Given the reactants C([O:5][C:6](=[O:19])[CH2:7][CH2:8][C:9]1[CH:14]=[CH:13][C:12]([C:15](=[O:18])[NH:16][CH3:17])=[CH:11][N:10]=1)(C)(C)C.[ClH:20], predict the reaction product. (5) Given the reactants F[P-](F)(F)(F)(F)F.[N:8]1([O:17][P+](N(C)C)(N(C)C)N(C)C)[C:12]2[CH:13]=[CH:14][CH:15]=[CH:16][C:11]=2[N:10]=[N:9]1.[NH2:28][C:29]1[CH:30]=[C:31]([CH:35]=[CH:36][C:37]=1[Cl:38])[C:32](O)=[O:33].C(N(CC)CC)C.CN(C)C=O, predict the reaction product. The product is: [NH2:28][C:29]1[CH:30]=[C:31]([CH:35]=[CH:36][C:37]=1[Cl:38])[C:32]([O:17][N:8]1[C:12]2[CH:13]=[CH:14][CH:15]=[CH:16][C:11]=2[N:10]=[N:9]1)=[O:33]. (6) Given the reactants O[CH2:2][C:3]1[CH:8]=[CH:7][C:6]([O:9][C:10](=[O:19])[N:11]([CH3:18])[C:12]2[CH:17]=[CH:16][CH:15]=[CH:14][CH:13]=2)=[CH:5][CH:4]=1.[SH:20][C:21]1[NH:22][CH:23]=[CH:24][N:25]=1, predict the reaction product. The product is: [NH:22]1[CH:23]=[CH:24][N:25]=[C:21]1[S:20][CH2:2][C:3]1[CH:8]=[CH:7][C:6]([O:9][C:10](=[O:19])[N:11]([CH3:18])[C:12]2[CH:17]=[CH:16][CH:15]=[CH:14][CH:13]=2)=[CH:5][CH:4]=1. (7) Given the reactants [F:1][C:2]1[CH:7]=[C:6]([N+:8]([O-:10])=[O:9])[CH:5]=[CH:4][C:3]=1[N:11]1[CH:15]=[C:14](C=O)[N:13]=[CH:12]1.[CH:18](OC)([O:21][CH3:22])[O:19][CH3:20].C(=O)([O-])[O-].[Na+].[Na+], predict the reaction product. The product is: [F:1][C:2]1[CH:7]=[C:6]([N+:8]([O-:10])=[O:9])[CH:5]=[CH:4][C:3]=1[N:11]1[CH:15]=[C:14]([CH:18]([O:21][CH3:22])[O:19][CH3:20])[N:13]=[CH:12]1. (8) Given the reactants CB1OB(C)OB(C)O1.Br[C:11]1[C:12]2[C:13](=[CH:18][N:19]([C:21]3[C:26]([Cl:27])=[CH:25][CH:24]=[CH:23][C:22]=3[Cl:28])[N:20]=2)[CH:14]=[N+:15]([O-:17])[CH:16]=1.[C:29](=O)([O-])[O-].[K+].[K+], predict the reaction product. The product is: [Cl:28][C:22]1[CH:23]=[CH:24][CH:25]=[C:26]([Cl:27])[C:21]=1[N:19]1[CH:18]=[C:13]2[CH:14]=[N+:15]([O-:17])[CH:16]=[C:11]([CH3:29])[C:12]2=[N:20]1.